From a dataset of Forward reaction prediction with 1.9M reactions from USPTO patents (1976-2016). Predict the product of the given reaction. Given the reactants [Cl:1][C:2]1[CH:7]=[C:6]([O:8][C:9]2[CH:10]=[C:11]([CH3:25])[C:12]3[CH:16]([CH2:17][C:18]([O:20]CC)=[O:19])[O:15][B:14]([OH:23])[C:13]=3[CH:24]=2)[CH:5]=[CH:4][N:3]=1.[OH-].[Na+], predict the reaction product. The product is: [Cl:1][C:2]1[CH:7]=[C:6]([O:8][C:9]2[CH:10]=[C:11]([CH3:25])[C:12]3[CH:16]([CH2:17][C:18]([OH:20])=[O:19])[O:15][B:14]([OH:23])[C:13]=3[CH:24]=2)[CH:5]=[CH:4][N:3]=1.